From a dataset of Catalyst prediction with 721,799 reactions and 888 catalyst types from USPTO. Predict which catalyst facilitates the given reaction. (1) Reactant: [CH3:1][C@@H:2]1[CH2:7][O:6][CH2:5][CH2:4][N:3]1[C:8]1[CH:13]=[CH:12][C:11]([N+:14]([O-])=O)=[CH:10][N:9]=1. Product: [CH3:1][C@@H:2]1[CH2:7][O:6][CH2:5][CH2:4][N:3]1[C:8]1[N:9]=[CH:10][C:11]([NH2:14])=[CH:12][CH:13]=1. The catalyst class is: 45. (2) Reactant: [O:1]([C:8]1[CH:13]=[CH:12][C:11]([CH2:14][NH:15][C:16](=[O:25])[C:17]2[CH:22]=[CH:21][C:20](Cl)=[N:19][C:18]=2[NH2:24])=[CH:10][CH:9]=1)[C:2]1[CH:7]=[CH:6][CH:5]=[CH:4][CH:3]=1.[H-].[Na+].[CH2:28]([OH:31])[CH2:29][CH3:30].CN1CCCC1=O. Product: [O:1]([C:8]1[CH:13]=[CH:12][C:11]([CH2:14][NH:15][C:16](=[O:25])[C:17]2[CH:22]=[CH:21][C:20]([O:31][CH2:28][CH2:29][CH3:30])=[N:19][C:18]=2[NH2:24])=[CH:10][CH:9]=1)[C:2]1[CH:7]=[CH:6][CH:5]=[CH:4][CH:3]=1. The catalyst class is: 6. (3) Reactant: [Cl:1][C:2]1[C:10]2[N:9]=[C:8]([NH:11][C:12]3[CH:17]=[CH:16][C:15]([Cl:18])=[CH:14][C:13]=3[Cl:19])[N:7]([CH2:20][C:21](O)=[O:22])[C:6]=2[C:5]([CH:24]([CH2:27][CH3:28])[CH2:25][CH3:26])=[CH:4][CH:3]=1.C(N(CC)CC)C.Cl.C(N=C=NCCCN(C)C)C. Product: [Cl:1][C:2]1[C:10]2[N:9]=[C:8]3[N:11]([C:12]4[CH:17]=[CH:16][C:15]([Cl:18])=[CH:14][C:13]=4[Cl:19])[C:21](=[O:22])[CH2:20][N:7]3[C:6]=2[C:5]([CH:24]([CH2:25][CH3:26])[CH2:27][CH3:28])=[CH:4][CH:3]=1. The catalyst class is: 35. (4) Reactant: [CH:1]1([C:5]2[C:13]([C:14]([O:16][CH3:17])=[O:15])=[CH:12][C:8]([C:9](O)=[O:10])=[C:7]([CH2:18][CH3:19])[CH:6]=2)[CH2:4][CH2:3][CH2:2]1.Cl.[NH:21]1[CH2:26][CH2:25][CH:24]([C:27]2[CH:34]=[CH:33][C:30]([C:31]#[N:32])=[CH:29][CH:28]=2)[CH2:23][CH2:22]1.CN(C(ON1N=NC2C=CC=CC1=2)=[N+](C)C)C.F[P-](F)(F)(F)(F)F.CCN(C(C)C)C(C)C. Product: [C:31]([C:30]1[CH:33]=[CH:34][C:27]([CH:24]2[CH2:25][CH2:26][N:21]([C:9]([C:8]3[C:7]([CH2:18][CH3:19])=[CH:6][C:5]([CH:1]4[CH2:4][CH2:3][CH2:2]4)=[C:13]([CH:12]=3)[C:14]([O:16][CH3:17])=[O:15])=[O:10])[CH2:22][CH2:23]2)=[CH:28][CH:29]=1)#[N:32]. The catalyst class is: 9. (5) Reactant: [F:1][C:2]1[CH:7]=[CH:6][C:5]([CH2:8][C:9]([OH:11])=[O:10])=[CH:4][CH:3]=1.[F:12][C:13]1[CH:14]=[C:15]([CH:18]=[CH:19][C:20]=1[F:21])[CH:16]=O.CC(OC(C)=O)=O.C(N(C(C)C)CC)(C)C.Cl. Product: [F:12][C:13]1[CH:14]=[C:15]([CH:16]=[C:8]([C:5]2[CH:4]=[CH:3][C:2]([F:1])=[CH:7][CH:6]=2)[C:9]([OH:11])=[O:10])[CH:18]=[CH:19][C:20]=1[F:21]. The catalyst class is: 61. (6) Reactant: [Cl:1][C:2]1[CH:7]=[CH:6][N:5]=[C:4]2[CH:8]=[CH:9][S:10][C:3]=12.[Li]CCCC.[CH3:16][S:17]SC. Product: [Cl:1][C:2]1[CH:7]=[CH:6][N:5]=[C:4]2[CH:8]=[C:9]([S:17][CH3:16])[S:10][C:3]=12. The catalyst class is: 1. (7) Reactant: [C:1]([O:9]CC)(=O)[CH2:2][C:3]([O:5][CH2:6][CH3:7])=[O:4].[H-].[Na+].[H][H].[C:16]12[C:22](=[CH:23][CH:24]=[CH:25][CH:26]=1)[NH:21]C(=O)O[C:17]2=[O:18].Cl. Product: [CH2:6]([O:5][C:3]([C:2]1[C:1](=[O:9])[NH:21][C:22]2[C:16]([C:17]=1[OH:18])=[CH:26][CH:25]=[CH:24][CH:23]=2)=[O:4])[CH3:7]. The catalyst class is: 44.